From a dataset of Catalyst prediction with 721,799 reactions and 888 catalyst types from USPTO. Predict which catalyst facilitates the given reaction. (1) Reactant: [Br:1][C:2]1[CH:10]=[CH:9][CH:8]=[C:7]2[C:3]=1[C:4](O)([C:17]1[C:25]([OH:26])=[CH:24][C:20]3[O:21][CH2:22][O:23][C:19]=3[CH:18]=1)[C:5](=[O:16])[N:6]2[CH2:11][CH2:12][CH2:13][CH2:14][CH3:15].FC(F)(F)C(O)=O.C([SiH](CC)CC)C. Product: [Br:1][C:2]1[CH:10]=[CH:9][CH:8]=[C:7]2[C:3]=1[CH:4]([C:17]1[C:25]([OH:26])=[CH:24][C:20]3[O:21][CH2:22][O:23][C:19]=3[CH:18]=1)[C:5](=[O:16])[N:6]2[CH2:11][CH2:12][CH2:13][CH2:14][CH3:15]. The catalyst class is: 4. (2) Reactant: [CH3:1][C:2]1([CH3:20])[C:11]2[C:6](=[CH:7][C:8]([CH:12]([CH2:15][CH2:16][CH2:17][CH2:18][CH3:19])[CH2:13][OH:14])=[CH:9][CH:10]=2)[NH:5][CH2:4][CH2:3]1.C[Si]([N-][Si](C)(C)C)(C)C.[Na+].[C:31](O[C:31]([O:33][C:34]([CH3:37])([CH3:36])[CH3:35])=[O:32])([O:33][C:34]([CH3:37])([CH3:36])[CH3:35])=[O:32].C(=O)([O-])[O-].[K+].[K+]. Product: [C:34]([O:33][C:31]([N:5]1[C:6]2[C:11](=[CH:10][CH:9]=[C:8]([CH:12]([CH2:13][OH:14])[CH2:15][CH2:16][CH2:17][CH2:18][CH3:19])[CH:7]=2)[C:2]([CH3:20])([CH3:1])[CH2:3][CH2:4]1)=[O:32])([CH3:37])([CH3:36])[CH3:35]. The catalyst class is: 36.